From a dataset of Peptide-MHC class II binding affinity with 134,281 pairs from IEDB. Regression. Given a peptide amino acid sequence and an MHC pseudo amino acid sequence, predict their binding affinity value. This is MHC class II binding data. (1) The peptide sequence is GNTPIFKSGRGCGSC. The MHC is HLA-DPA10201-DPB10501 with pseudo-sequence HLA-DPA10201-DPB10501. The binding affinity (normalized) is 0. (2) The peptide sequence is DVCGMFTNRSGSQQW. The MHC is DRB1_1602 with pseudo-sequence DRB1_1602. The binding affinity (normalized) is 0.248. (3) The peptide sequence is QQLLFIHFRIGCRHSRIG. The MHC is DRB1_1602 with pseudo-sequence DRB1_1602. The binding affinity (normalized) is 0.398. (4) The peptide sequence is AGIMIFDPYGATISA. The MHC is DRB3_0101 with pseudo-sequence DRB3_0101. The binding affinity (normalized) is 0.849. (5) The peptide sequence is IHKASTVLAFPAGVC. The MHC is HLA-DPA10201-DPB10101 with pseudo-sequence HLA-DPA10201-DPB10101. The binding affinity (normalized) is 0.311. (6) The binding affinity (normalized) is 0.453. The peptide sequence is GFLSKEQEDVMIEGV. The MHC is DRB1_0101 with pseudo-sequence DRB1_0101. (7) The peptide sequence is IGKLKRSLGLMECQC. The MHC is DRB1_0101 with pseudo-sequence DRB1_0101. The binding affinity (normalized) is 0.493. (8) The peptide sequence is GALQIVDKIDAAFKI. The MHC is DRB1_0802 with pseudo-sequence DRB1_0802. The binding affinity (normalized) is 0.555. (9) The binding affinity (normalized) is 0.397. The MHC is DRB4_0103 with pseudo-sequence DRB4_0103. The peptide sequence is KKIEGVHGGTWVSATLE.